From a dataset of Catalyst prediction with 721,799 reactions and 888 catalyst types from USPTO. Predict which catalyst facilitates the given reaction. (1) Reactant: [CH2:1]([CH:5]([CH2:11][C:12]1[CH:17]=[CH:16][C:15]([O:18][CH2:19][CH2:20][NH:21][C:22]([C:24]2[CH:29]=[CH:28][C:27]([C:30]3[CH:35]=[CH:34][CH:33]=[CH:32][C:31]=3[OH:36])=[CH:26][CH:25]=2)=[O:23])=[CH:14][CH:13]=1)[C:6]([O:8]CC)=[O:7])[CH2:2][CH2:3][CH3:4].[OH-].[Na+:38].[Na]. Product: [CH2:1]([CH:5]([CH2:11][C:12]1[CH:17]=[CH:16][C:15]([O:18][CH2:19][CH2:20][NH:21][C:22]([C:24]2[CH:29]=[CH:28][C:27]([C:30]3[CH:35]=[CH:34][CH:33]=[CH:32][C:31]=3[OH:36])=[CH:26][CH:25]=2)=[O:23])=[CH:14][CH:13]=1)[C:6]([O-:8])=[O:7])[CH2:2][CH2:3][CH3:4].[Na+:38]. The catalyst class is: 98. (2) Reactant: [CH2:1]1[C:6]2([CH2:11][C:10](=[O:12])[CH2:9][C:8](=[O:13])[CH2:7]2)[CH2:5][CH2:4][O:3][CH2:2]1.C(=O)(O)[O-].[Na+].Br[CH2:20][C:21](=O)[C:22]([O:24][CH2:25][CH3:26])=[O:23]. Product: [O:13]=[C:8]1[C:9]2[C:21]([C:22]([O:24][CH2:25][CH3:26])=[O:23])=[CH:20][O:12][C:10]=2[CH2:11][C:6]2([CH2:5][CH2:4][O:3][CH2:2][CH2:1]2)[CH2:7]1. The catalyst class is: 8.